Regression. Given a peptide amino acid sequence and an MHC pseudo amino acid sequence, predict their binding affinity value. This is MHC class II binding data. From a dataset of Peptide-MHC class II binding affinity with 134,281 pairs from IEDB. (1) The peptide sequence is EEDIEIIPIQEEEK. The MHC is HLA-DQA10101-DQB10501 with pseudo-sequence HLA-DQA10101-DQB10501. The binding affinity (normalized) is 0.505. (2) The peptide sequence is AGQISVQPTFSVQRN. The MHC is DRB1_0101 with pseudo-sequence DRB1_0101. The binding affinity (normalized) is 0.770. (3) The peptide sequence is REALAQTHSAIAVII. The MHC is DRB5_0101 with pseudo-sequence DRB5_0101. The binding affinity (normalized) is 0.289.